From a dataset of Forward reaction prediction with 1.9M reactions from USPTO patents (1976-2016). Predict the product of the given reaction. (1) Given the reactants [Cl:1][C:2]1[C:3]([CH:5]=[C:6]([NH:12][C:13]2[C:22]3[C:17](=[CH:18][C:19]([O:25][CH2:26][CH2:27][O:28][CH3:29])=[C:20]([O:23][CH3:24])[CH:21]=3)[N:16]=[CH:15][N:14]=2)[C:7](=[O:11])[C:8]=1[O:9][CH3:10])=[O:4].[CH:30]1(CO)[CH2:32][CH2:31]1, predict the reaction product. The product is: [Cl:1][C:2]1[C:3]([CH:5]=[C:6]([NH:12][C:13]2[C:22]3[C:17](=[CH:18][C:19]([O:25][CH2:26][CH2:27][O:28][CH3:29])=[C:20]([O:23][CH3:24])[CH:21]=3)[N:16]=[CH:15][N:14]=2)[C:7](=[O:11])[C:8]=1[O:9][CH2:10][CH:30]1[CH2:32][CH2:31]1)=[O:4]. (2) Given the reactants [F:1][C@H:2]1[C@@H:7]([O:8][C:9]2[CH:16]=[CH:15][C:14]([C:17]3[N:22]=[C:21]([NH:23][C:24]4[CH:29]=[CH:28][C:27]([N:30]5[CH2:35][CH2:34][N:33]([CH:36]6[CH2:39][O:38][CH2:37]6)[CH2:32][CH2:31]5)=[C:26]([CH3:40])[CH:25]=4)[N:20]=[CH:19][N:18]=3)=[CH:13][C:10]=2[C:11]#[N:12])[CH2:6][CH2:5][NH:4][CH2:3]1.[CH3:41][C:42]1([CH3:50])[O:46][CH:45]([C:47](O)=[O:48])[CH2:44][O:43]1.C(N(C(C)C)CC)(C)C.F[P-](F)(F)(F)(F)F.CN(C(N(C)C)=[N+]1C2C(=NC=CC=2)[N+]([O-])=N1)C.CN(C(ON1N=NC2C=CC=NC1=2)=[N+](C)C)C.F[P-](F)(F)(F)(F)F, predict the reaction product. The product is: [CH3:41][C:42]1([CH3:50])[O:46][CH:45]([C:47]([N:4]2[CH2:5][CH2:6][C@H:7]([O:8][C:9]3[CH:16]=[CH:15][C:14]([C:17]4[N:22]=[C:21]([NH:23][C:24]5[CH:29]=[CH:28][C:27]([N:30]6[CH2:31][CH2:32][N:33]([CH:36]7[CH2:39][O:38][CH2:37]7)[CH2:34][CH2:35]6)=[C:26]([CH3:40])[CH:25]=5)[N:20]=[CH:19][N:18]=4)=[CH:13][C:10]=3[C:11]#[N:12])[C@H:2]([F:1])[CH2:3]2)=[O:48])[CH2:44][O:43]1. (3) Given the reactants [CH:1]1([C:7]2[CH:14]=[CH:13][C:10]([CH2:11][OH:12])=[CH:9][C:8]=2[F:15])[CH2:6][CH2:5][CH2:4][CH2:3][CH2:2]1.C1(P(C2C=CC=CC=2)C2C=CC=CC=2)C=CC=CC=1.[C:35]([O:39][C:40](=[O:64])[CH2:41][CH2:42][N:43]([C:57]([O:59][C:60]([CH3:63])([CH3:62])[CH3:61])=[O:58])[CH2:44][C:45]([N:47]1[C:55]2[C:50](=[CH:51][C:52](O)=[CH:53][CH:54]=2)[CH2:49][CH2:48]1)=[O:46])([CH3:38])([CH3:37])[CH3:36].CCOC(/N=N/C(OCC)=O)=O, predict the reaction product. The product is: [C:35]([O:39][C:40](=[O:64])[CH2:41][CH2:42][N:43]([C:57]([O:59][C:60]([CH3:63])([CH3:62])[CH3:61])=[O:58])[CH2:44][C:45]([N:47]1[C:55]2[C:50](=[CH:51][C:52]([O:12][CH2:11][C:10]3[CH:13]=[CH:14][C:7]([CH:1]4[CH2:2][CH2:3][CH2:4][CH2:5][CH2:6]4)=[C:8]([F:15])[CH:9]=3)=[CH:53][CH:54]=2)[CH2:49][CH2:48]1)=[O:46])([CH3:38])([CH3:37])[CH3:36]. (4) Given the reactants [Cl:1][C:2]1[CH:7]=[C:6]([F:8])[C:5]([C:9]2[CH:17]=[C:12]3[CH2:13][CH2:14][CH2:15][CH2:16][N:11]3[N:10]=2)=[CH:4][C:3]=1[OH:18].[Cl:19]N1C(=O)CCC1=O.O, predict the reaction product. The product is: [Cl:1][C:2]1[CH:7]=[C:6]([F:8])[C:5]([C:9]2[C:17]([Cl:19])=[C:12]3[CH2:13][CH2:14][CH2:15][CH2:16][N:11]3[N:10]=2)=[CH:4][C:3]=1[OH:18]. (5) The product is: [C:15]([OH:14])(=[O:25])/[CH:18]=[CH:34]/[C:33]([OH:36])=[O:35].[CH2:19]([CH:3]([CH2:1][CH3:2])[CH2:4][N:5]([CH2:24][C:23]1[C:26]([F:30])=[CH:27][CH:28]=[CH:29][C:22]=1[Cl:21])[CH:6]1[CH2:7][CH2:8][NH:9][CH2:10][CH2:11]1)[CH3:20]. Given the reactants [CH2:1]([CH:3]([CH2:19][CH3:20])[CH2:4][NH:5][CH:6]1[CH2:11][CH2:10][N:9](C([O:14][C:15]([CH3:18])(C)C)=O)[CH2:8][CH2:7]1)[CH3:2].[Cl:21][C:22]1[CH:29]=[CH:28][CH:27]=[C:26]([F:30])[C:23]=1[CH:24]=[O:25].CO.[C:33]([O:36]CC)(=[O:35])[CH3:34], predict the reaction product.